Dataset: Reaction yield outcomes from USPTO patents with 853,638 reactions. Task: Predict the reaction yield, written as a fraction of the theoretical maximum amount of product (1.0 means a 100% yield; for example, 0.34 means a 34% yield). (1) The reactants are [CH:1]([Si:4]([O:11][C:12]1[CH:19]=[CH:18][C:15]([CH:16]=O)=[CH:14][CH:13]=1)([CH:8]([CH3:10])[CH3:9])[CH:5]([CH3:7])[CH3:6])([CH3:3])[CH3:2].[CH2:20]1COCC1. The catalyst is [Br-].C[P+](C1C=CC=CC=1)(C1C=CC=CC=1)C1C=CC=CC=1. The product is [CH:1]([Si:4]([O:11][C:12]1[CH:19]=[CH:18][C:15]([CH:16]=[CH2:20])=[CH:14][CH:13]=1)([CH:8]([CH3:10])[CH3:9])[CH:5]([CH3:7])[CH3:6])([CH3:3])[CH3:2]. The yield is 0.730. (2) The reactants are [F:1][C:2]1[CH:7]=[CH:6][C:5]([C:8]2[CH2:12][C:11]([C:14]([F:17])([F:16])[F:15])(O)[O:10][N:9]=2)=[CH:4][CH:3]=1.C1(C2CC(O)(C(F)(F)F)ON=2)C=CC=CC=1. No catalyst specified. The product is [F:1][C:2]1[CH:3]=[CH:4][C:5]([C:8]2[CH:12]=[C:11]([C:14]([F:16])([F:15])[F:17])[O:10][N:9]=2)=[CH:6][CH:7]=1. The yield is 0.980. (3) The reactants are [O:1]=[C:2]1[CH2:7][CH2:6][N:5]([C:8]2[CH:13]=[CH:12][C:11]([N:14]3[CH2:18][C@H:17]([CH2:19][NH:20][C:21](=[O:23])[CH3:22])[O:16][C:15]3=[O:24])=[CH:10][C:9]=2[F:25])[CH2:4][CH:3]1[CH3:26].[F:27][C:28]([Mg]Br)([F:30])[F:29]. The catalyst is O1CCCC1. The product is [F:27][C:28]([F:30])([F:29])[C:2]1([OH:1])[CH2:7][CH2:6][N:5]([C:8]2[CH:13]=[CH:12][C:11]([N:14]3[CH2:18][C@H:17]([CH2:19][NH:20][C:21](=[O:23])[CH3:22])[O:16][C:15]3=[O:24])=[CH:10][C:9]=2[F:25])[CH2:4][CH:3]1[CH3:26]. The yield is 0.780. (4) The reactants are [CH:1]([C:3]1[C:11]2[O:10][CH2:9][CH:8]([C:12]3[CH:17]=[CH:16][C:15]([CH:18]([CH3:20])[CH3:19])=[CH:14][CH:13]=3)[C:7]=2[C:6]([CH3:21])=[C:5]([NH:22][C:23](=[O:29])[CH2:24][C:25]([CH3:28])([CH3:27])[CH3:26])[C:4]=1[CH3:30])=[O:2].P([O-])(O)(O)=[O:32].[Na+].OO.Cl([O-])=O.[Na+].S([O-])(O)(=O)=O.[Na+].Cl. The catalyst is C(#N)C.O. The product is [CH3:26][C:25]([CH3:28])([CH3:27])[CH2:24][C:23]([NH:22][C:5]1[C:4]([CH3:30])=[C:3]([C:1]([OH:32])=[O:2])[C:11]2[O:10][CH2:9][CH:8]([C:12]3[CH:17]=[CH:16][C:15]([CH:18]([CH3:20])[CH3:19])=[CH:14][CH:13]=3)[C:7]=2[C:6]=1[CH3:21])=[O:29]. The yield is 0.730. (5) The reactants are CS([C:5]1[N:10]=[C:9]([N:11]2[C:15]([NH2:16])=[N:14][C:13]([NH:17][C:18]3[CH:23]=[CH:22][CH:21]=[CH:20][CH:19]=3)=[N:12]2)[CH:8]=[C:7]([NH:24][C:25]2[CH:30]=[CH:29][CH:28]=[CH:27][CH:26]=2)[N:6]=1)(=O)=O.[OH-:31].[Na+]. The catalyst is CN(C=O)C. The product is [NH2:16][C:15]1[N:11]([C:9]2[CH:8]=[C:7]([NH:24][C:25]3[CH:30]=[CH:29][CH:28]=[CH:27][CH:26]=3)[NH:6][C:5](=[O:31])[N:10]=2)[N:12]=[C:13]([NH:17][C:18]2[CH:23]=[CH:22][CH:21]=[CH:20][CH:19]=2)[N:14]=1. The yield is 0.900. (6) The reactants are [CH2:1]([O:3][CH2:4][CH2:5][N:6]1[C:10]2=[CH:11][N:12]=[CH:13][CH:14]=[C:9]2[C:8](N2CCCCC2)=[CH:7]1)[CH3:2].[CH3:21][O:22][C:23](=[O:34])[C:24]1[CH:29]=[CH:28][CH:27]=[CH:26][C:25]=1[O:30][CH2:31][CH2:32]Cl. No catalyst specified. The product is [CH3:21][O:22][C:23](=[O:34])[C:24]1[CH:29]=[CH:28][CH:27]=[CH:26][C:25]=1[O:30][CH2:31][CH2:32][N:12]1[CH2:13][CH2:14][CH:9]([C:8]2[C:9]3[C:10](=[CH:11][N:12]=[CH:13][CH:14]=3)[N:6]([CH2:5][CH2:4][O:3][CH2:1][CH3:2])[CH:7]=2)[CH2:10][CH2:11]1. The yield is 0.210.